Dataset: Forward reaction prediction with 1.9M reactions from USPTO patents (1976-2016). Task: Predict the product of the given reaction. (1) Given the reactants [CH3:1][C:2]1[CH:7]=[CH:6][C:5]([N+:8]([O-:10])=[O:9])=[CH:4][N:3]=1.[Se](=O)=[O:12], predict the reaction product. The product is: [N+:8]([C:5]1[CH:6]=[CH:7][C:2]([CH:1]=[O:12])=[N:3][CH:4]=1)([O-:10])=[O:9]. (2) Given the reactants [CH2:1]([O:3][C:4](=[O:25])[C:5]([NH:21][C:22](=[O:24])[CH3:23])([CH2:11][C:12]1[C:16]2[CH:17]=[N:18][CH:19]=[CH:20][C:15]=2[NH:14][CH:13]=1)C(OCC)=O)[CH3:2].[OH-].[K+], predict the reaction product. The product is: [CH2:1]([O:3][C:4](=[O:25])[CH:5]([NH:21][C:22](=[O:24])[CH3:23])[CH2:11][C:12]1[C:16]2[CH:17]=[N:18][CH:19]=[CH:20][C:15]=2[NH:14][CH:13]=1)[CH3:2]. (3) Given the reactants [CH:1]1([CH2:7][CH2:8][CH2:9][C:10]2([CH3:27])[C:19]3[C:14](=[CH:15][CH:16]=[CH:17][CH:18]=3)[C:13]([OH:20])=[C:12](C(OCC)=O)[C:11]2=[O:26])[CH2:6][CH2:5][CH2:4][CH2:3][CH2:2]1.Cl, predict the reaction product. The product is: [CH:1]1([CH2:7][CH2:8][CH2:9][C:10]2([CH3:27])[C:19]3[C:14](=[CH:15][CH:16]=[CH:17][CH:18]=3)[C:13]([OH:20])=[CH:12][C:11]2=[O:26])[CH2:6][CH2:5][CH2:4][CH2:3][CH2:2]1. (4) Given the reactants CC1(C)C(C)(C)OB([C:9]2[CH:28]=[CH:27][C:12]([CH2:13][N:14]3[CH2:19][CH2:18][N:17]([C:20]([O:22][C:23]([CH3:26])([CH3:25])[CH3:24])=[O:21])[CH2:16][CH2:15]3)=[CH:11][CH:10]=2)O1.[F:30][C:31]1[CH:47]=[C:46]([N+:48]([O-:50])=[O:49])[CH:45]=[CH:44][C:32]=1[O:33][C:34]1[CH:39]=[CH:38][N:37]=[C:36]2[CH:40]=[C:41](I)[S:42][C:35]=12.[F-].[Cs+].C([O-])(O)=O.[Na+], predict the reaction product. The product is: [F:30][C:31]1[CH:47]=[C:46]([N+:48]([O-:50])=[O:49])[CH:45]=[CH:44][C:32]=1[O:33][C:34]1[CH:39]=[CH:38][N:37]=[C:36]2[CH:40]=[C:41]([C:9]3[CH:28]=[CH:27][C:12]([CH2:13][N:14]4[CH2:19][CH2:18][N:17]([C:20]([O:22][C:23]([CH3:26])([CH3:25])[CH3:24])=[O:21])[CH2:16][CH2:15]4)=[CH:11][CH:10]=3)[S:42][C:35]=12. (5) The product is: [Cl:10][CH2:11][C:12]([NH:7][C:6]1[CH:8]=[CH:9][C:3]([O:2][CH3:1])=[CH:4][CH:5]=1)=[O:13]. Given the reactants [CH3:1][O:2][C:3]1[CH:9]=[CH:8][C:6]([NH2:7])=[CH:5][CH:4]=1.[Cl:10][CH2:11][C:12](O)=[O:13].CCN=C=NCCCN(C)C.C1C=CC2N(O)N=NC=2C=1.CN1CCOCC1, predict the reaction product.